The task is: Predict the reaction yield, written as a fraction of the theoretical maximum amount of product (1.0 means a 100% yield; for example, 0.34 means a 34% yield).. This data is from Reaction yield outcomes from USPTO patents with 853,638 reactions. The reactants are Cl[C:2]1[CH:3]=[C:4]([S:9]([C:12]2[CH:17]=[C:16](Cl)[CH:15]=[C:14](Cl)[CH:13]=2)(=[O:11])=[O:10])[CH:5]=[C:6](Cl)[CH:7]=1.[C:20]1(B(O)O)[CH:25]=[CH:24][CH:23]=[CH:22][CH:21]=1.P([O-])([O-])([O-])=O.[K+].[K+].[K+].[CH:37]1(P([CH:37]2[CH2:42][CH2:41][CH2:40][CH2:39][CH2:38]2)[CH:37]2[CH2:42][CH2:41][CH2:40][CH2:39][CH2:38]2)[CH2:42][CH2:41][CH2:40][CH2:39][CH2:38]1. The catalyst is O1CCOCC1. The product is [C:20]1([C:2]2[CH:3]=[C:4]([S:9]([C:12]3[CH:17]=[C:16]([C:2]4[CH:3]=[CH:4][CH:5]=[CH:6][CH:7]=4)[CH:15]=[C:14]([C:37]4[CH:42]=[CH:41][CH:40]=[CH:39][CH:38]=4)[CH:13]=3)(=[O:11])=[O:10])[CH:5]=[C:6]([C:12]3[CH:17]=[CH:16][CH:15]=[CH:14][CH:13]=3)[CH:7]=2)[CH:25]=[CH:24][CH:23]=[CH:22][CH:21]=1. The yield is 0.450.